Dataset: Full USPTO retrosynthesis dataset with 1.9M reactions from patents (1976-2016). Task: Predict the reactants needed to synthesize the given product. (1) Given the product [Ca:1].[NH2:2][C@H:3]([C:9]([OH:11])=[O:10])[CH2:4][CH2:5][C:6]([OH:8])=[O:7].[Ca:1], predict the reactants needed to synthesize it. The reactants are: [Ca:1].[NH2:2][C@H:3]([C:9]([OH:11])=[O:10])[CH2:4][CH2:5][C:6]([OH:8])=[O:7]. (2) Given the product [F:1][C:2]1[CH:3]=[C:4]2[C:8](=[CH:9][CH:10]=1)[NH:7][CH:6]=[C:5]2[CH2:11][CH2:12][CH2:13][N:14]([CH2:28][CH2:29][CH3:30])[CH:15]1[CH2:24][C:23]2[C:22]([C:25]([NH2:27])=[O:26])=[CH:21][CH:20]=[CH:19][C:18]=2[O:17][CH2:16]1, predict the reactants needed to synthesize it. The reactants are: [F:1][C:2]1[CH:3]=[C:4]2[C:8](=[CH:9][CH:10]=1)[NH:7][CH:6]=[C:5]2[CH2:11][CH2:12][CH2:13][NH:14][CH:15]1[CH2:24][C:23]2[C:22]([C:25]([NH2:27])=[O:26])=[CH:21][CH:20]=[CH:19][C:18]=2[O:17][CH2:16]1.[CH:28](=O)[CH2:29][CH3:30].C(O)(=O)C.C([BH3-])#N.[Na+]. (3) The reactants are: [Br:1][C:2]1[C:16]([C:17]([OH:19])=O)=[C:6]2[N:7]=[C:8]([C:10]3[CH:15]=[CH:14][CH:13]=[CH:12][CH:11]=3)[O:9][C:5]2=[CH:4][CH:3]=1.Cl.Cl.[NH2:22][CH:23]1[CH2:30][CH:29]2[N:31]([CH3:32])[CH:25]([CH2:26][CH2:27][CH2:28]2)[CH2:24]1.Cl.C(N=C=NCCCN(C)C)C.ON1C2C=CC=CC=2N=N1.C(N(CC)CC)C. Given the product [CH3:32][N:31]1[CH:25]2[CH2:26][CH2:27][CH2:28][CH:29]1[CH2:30][CH:23]([NH:22][C:17]([C:16]1[C:2]([Br:1])=[CH:3][CH:4]=[C:5]3[O:9][C:8]([C:10]4[CH:11]=[CH:12][CH:13]=[CH:14][CH:15]=4)=[N:7][C:6]=13)=[O:19])[CH2:24]2, predict the reactants needed to synthesize it. (4) Given the product [S:18]1[CH:19]=[CH:20][CH:21]=[C:17]1[C:12]1[CH:13]=[CH:14][CH:15]=[CH:16][C:11]=1[C:9]([N:2]1[CH2:3][CH:4]2[CH:5]([CH2:6][N:7]([C:23]3[CH:28]=[CH:27][CH:26]=[C:25]([C:29]([F:32])([F:31])[F:30])[N:24]=3)[CH2:8]2)[CH2:1]1)=[O:10], predict the reactants needed to synthesize it. The reactants are: [CH2:1]1[CH:5]2[CH2:6][NH:7][CH2:8][CH:4]2[CH2:3][N:2]1[C:9]([C:11]1[CH:16]=[CH:15][CH:14]=[CH:13][C:12]=1[C:17]1[S:18][CH:19]=[CH:20][CH:21]=1)=[O:10].Cl[C:23]1[CH:28]=[CH:27][CH:26]=[C:25]([C:29]([F:32])([F:31])[F:30])[N:24]=1.